This data is from NCI-60 drug combinations with 297,098 pairs across 59 cell lines. The task is: Regression. Given two drug SMILES strings and cell line genomic features, predict the synergy score measuring deviation from expected non-interaction effect. (1) Drug 1: C1CC(=O)NC(=O)C1N2CC3=C(C2=O)C=CC=C3N. Drug 2: CN(C(=O)NC(C=O)C(C(C(CO)O)O)O)N=O. Cell line: IGROV1. Synergy scores: CSS=6.56, Synergy_ZIP=-0.0888, Synergy_Bliss=1.39, Synergy_Loewe=2.05, Synergy_HSA=2.73. (2) Drug 1: C1=NNC2=C1C(=O)NC=N2. Drug 2: B(C(CC(C)C)NC(=O)C(CC1=CC=CC=C1)NC(=O)C2=NC=CN=C2)(O)O. Cell line: A498. Synergy scores: CSS=51.2, Synergy_ZIP=-0.154, Synergy_Bliss=-2.16, Synergy_Loewe=-21.1, Synergy_HSA=-2.11. (3) Drug 1: CC1=C(C=C(C=C1)NC2=NC=CC(=N2)N(C)C3=CC4=NN(C(=C4C=C3)C)C)S(=O)(=O)N.Cl. Drug 2: C1CC(=O)NC(=O)C1N2C(=O)C3=CC=CC=C3C2=O. Cell line: SF-539. Synergy scores: CSS=14.0, Synergy_ZIP=3.37, Synergy_Bliss=6.32, Synergy_Loewe=-0.578, Synergy_HSA=2.17. (4) Drug 1: C1=CN(C=N1)CC(O)(P(=O)(O)O)P(=O)(O)O. Cell line: MALME-3M. Synergy scores: CSS=12.1, Synergy_ZIP=-6.51, Synergy_Bliss=-1.31, Synergy_Loewe=-5.57, Synergy_HSA=-0.620. Drug 2: CC1=C(C(=O)C2=C(C1=O)N3CC4C(C3(C2COC(=O)N)OC)N4)N. (5) Drug 1: C1CNP(=O)(OC1)N(CCCl)CCCl. Drug 2: N.N.Cl[Pt+2]Cl. Cell line: DU-145. Synergy scores: CSS=51.3, Synergy_ZIP=3.57, Synergy_Bliss=1.44, Synergy_Loewe=-8.36, Synergy_HSA=1.68. (6) Drug 1: CN(C)N=NC1=C(NC=N1)C(=O)N. Drug 2: CCC1(C2=C(COC1=O)C(=O)N3CC4=CC5=C(C=CC(=C5CN(C)C)O)N=C4C3=C2)O.Cl. Cell line: IGROV1. Synergy scores: CSS=22.0, Synergy_ZIP=-8.80, Synergy_Bliss=-0.165, Synergy_Loewe=-4.83, Synergy_HSA=2.69. (7) Drug 1: CCC1(CC2CC(C3=C(CCN(C2)C1)C4=CC=CC=C4N3)(C5=C(C=C6C(=C5)C78CCN9C7C(C=CC9)(C(C(C8N6C=O)(C(=O)OC)O)OC(=O)C)CC)OC)C(=O)OC)O.OS(=O)(=O)O. Drug 2: CCC1=C2CN3C(=CC4=C(C3=O)COC(=O)C4(CC)O)C2=NC5=C1C=C(C=C5)O. Cell line: OVCAR-5. Synergy scores: CSS=22.1, Synergy_ZIP=-5.76, Synergy_Bliss=-1.47, Synergy_Loewe=-3.00, Synergy_HSA=1.03.